This data is from Forward reaction prediction with 1.9M reactions from USPTO patents (1976-2016). The task is: Predict the product of the given reaction. (1) Given the reactants [NH2:1][CH2:2][CH:3]([NH:12][C:13](=[O:19])[O:14][C:15]([CH3:18])([CH3:17])[CH3:16])[C:4]1[CH:9]=[CH:8][CH:7]=[C:6]([Cl:10])[C:5]=1[Cl:11].Cl[C:21]([O:23][CH2:24][CH3:25])=[O:22], predict the reaction product. The product is: [Cl:11][C:5]1[C:6]([Cl:10])=[CH:7][CH:8]=[CH:9][C:4]=1[CH:3]([NH:12][C:13](=[O:19])[O:14][C:15]([CH3:16])([CH3:18])[CH3:17])[CH2:2][NH:1][C:21](=[O:22])[O:23][CH2:24][CH3:25]. (2) Given the reactants [Si]([O:18][C@@H:19]1[C@H:23]([CH2:24]/[CH:25]=[CH:26]\[CH2:27][CH2:28][CH2:29][C:30]([OH:32])=[O:31])[C@@H:22](/[CH:33]=[CH:34]/[C:35]([O:42][Si](C(C)(C)C)(C2C=CC=CC=2)C2C=CC=CC=2)([CH3:41])[CH2:36][CH2:37][CH2:38][CH2:39][CH3:40])[C:21](=[CH2:60])[CH2:20]1)(C(C)(C)C)(C1C=CC=CC=1)C1C=CC=CC=1.CCCC[N+](CCCC)(CCCC)CCCC.[F-].O, predict the reaction product. The product is: [OH:18][C@@H:19]1[C@H:23]([CH2:24]/[CH:25]=[CH:26]\[CH2:27][CH2:28][CH2:29][C:30]([OH:32])=[O:31])[C@@H:22](/[CH:33]=[CH:34]/[C:35]([OH:42])([CH3:41])[CH2:36][CH2:37][CH2:38][CH2:39][CH3:40])[C:21](=[CH2:60])[CH2:20]1. (3) Given the reactants [N:1]1[CH:6]=[CH:5][CH:4]=[C:3]([NH:7][C:8](=[O:15])OCC(Cl)(Cl)Cl)[N:2]=1.[C:16]1([C:22]2[N:26]=[C:25]([N:27]3[CH2:32][CH2:31][NH:30][CH2:29][CH2:28]3)[S:24][N:23]=2)[CH:21]=[CH:20][CH:19]=[CH:18][CH:17]=1.C(N(C(C)C)CC)(C)C.CS(C)=O, predict the reaction product. The product is: [C:16]1([C:22]2[N:26]=[C:25]([N:27]3[CH2:32][CH2:31][N:30]([C:8]([NH:7][C:3]4[N:2]=[N:1][CH:6]=[CH:5][CH:4]=4)=[O:15])[CH2:29][CH2:28]3)[S:24][N:23]=2)[CH:17]=[CH:18][CH:19]=[CH:20][CH:21]=1. (4) Given the reactants [Br:1][C:2]1[CH:3]=[C:4]([S:9](Cl)(=O)=[O:10])[CH:5]=[N:6][C:7]=1[Cl:8].S([O-])([O-])=O.[Na+].[Na+].C(=O)(O)[O-].[Na+].O, predict the reaction product. The product is: [Br:1][C:2]1[CH:3]=[C:4]([S:9][OH:10])[CH:5]=[N:6][C:7]=1[Cl:8].